From a dataset of Forward reaction prediction with 1.9M reactions from USPTO patents (1976-2016). Predict the product of the given reaction. (1) Given the reactants [Br:1]N1C(=O)CCC1=O.C(OOC(=O)C1C=CC=CC=1)(=O)C1C=CC=CC=1.[F:27][C:28]1[CH:29]=[C:30]([C:38]2[O:42][N:41]=[C:40]([C:43]([O:45][CH2:46][CH3:47])=[O:44])[C:39]=2[CH3:48])[CH:31]=[CH:32][C:33]=1[C:34]([F:37])([F:36])[F:35], predict the reaction product. The product is: [Br:1][CH2:48][C:39]1[C:40]([C:43]([O:45][CH2:46][CH3:47])=[O:44])=[N:41][O:42][C:38]=1[C:30]1[CH:31]=[CH:32][C:33]([C:34]([F:37])([F:35])[F:36])=[C:28]([F:27])[CH:29]=1. (2) Given the reactants [C:1]([CH2:7][C:8]#[N:9])(=O)[C:2]([CH3:5])([CH3:4])[CH3:3].[ClH:10].[CH3:11][O:12][C:13]1[CH:18]=[CH:17][C:16]([NH:19][NH2:20])=[CH:15][C:14]=1[CH3:21], predict the reaction product. The product is: [ClH:10].[C:2]([C:1]1[CH:7]=[C:8]([NH2:9])[N:19]([C:16]2[CH:17]=[CH:18][C:13]([O:12][CH3:11])=[C:14]([CH3:21])[CH:15]=2)[N:20]=1)([CH3:5])([CH3:4])[CH3:3]. (3) The product is: [CH3:28][O:27][C:17]1[CH:16]=[C:15]([CH:20]=[CH:19][C:18]=1[N:21]1[CH:25]=[C:24]([CH3:26])[N:23]=[CH:22]1)/[CH:14]=[C:11]1/[C:10](=[O:29])[NH:9][CH2:13][CH2:12]/1. Given the reactants C(O)C.CO.C([N:9]1[CH2:13][CH2:12]/[C:11](=[CH:14]\[C:15]2[CH:20]=[CH:19][C:18]([N:21]3[CH:25]=[C:24]([CH3:26])[N:23]=[CH:22]3)=[C:17]([O:27][CH3:28])[CH:16]=2)/[C:10]1=[O:29])(=O)C.C(=O)([O-])[O-].[K+].[K+], predict the reaction product. (4) Given the reactants [Cl:1][C:2]1[CH:3]=[C:4]([CH:47]=[O:48])[N:5]([CH2:10][C:11]2[CH:16]=[CH:15][C:14]([C:17]3[CH:22]=[CH:21][CH:20]=[CH:19][C:18]=3[C:23]3[N:27](C(C4C=CC=CC=4)(C4C=CC=CC=4)C4C=CC=CC=4)[N:26]=[N:25][N:24]=3)=[CH:13][CH:12]=2)[C:6]=1[CH2:7][CH2:8][CH3:9].Cl, predict the reaction product. The product is: [Cl:1][C:2]1[CH:3]=[C:4]([CH:47]=[O:48])[N:5]([CH2:10][C:11]2[CH:16]=[CH:15][C:14]([C:17]3[CH:22]=[CH:21][CH:20]=[CH:19][C:18]=3[C:23]3[NH:27][N:26]=[N:25][N:24]=3)=[CH:13][CH:12]=2)[C:6]=1[CH2:7][CH2:8][CH3:9]. (5) Given the reactants [OH:1][C:2]1[CH:18]=[CH:17][C:5]([C:6]([O:8][CH2:9][CH:10]([CH2:14][C:15]#[CH:16])[CH2:11][C:12]#[CH:13])=[O:7])=[CH:4][CH:3]=1.[Cl:19][C:20](Cl)([O:22]C(=O)OC(Cl)(Cl)Cl)Cl.N1C=CC=CC=1, predict the reaction product. The product is: [Cl:19][C:20]([O:1][C:2]1[CH:3]=[CH:4][C:5]([C:6]([O:8][CH2:9][CH:10]([CH2:11][C:12]#[CH:13])[CH2:14][C:15]#[CH:16])=[O:7])=[CH:17][CH:18]=1)=[O:22]. (6) Given the reactants [CH3:1][N:2]1[CH:6]=[CH:5][N:4]=[CH:3]1.[Cl:7][CH2:8][CH2:9][CH2:10][CH2:11][CH2:12][CH3:13], predict the reaction product. The product is: [Cl-:7].[CH2:8]([N+:4]1[CH:5]=[CH:6][N:2]([CH3:1])[CH:3]=1)[CH2:9][CH2:10][CH2:11][CH2:12][CH3:13].